From a dataset of Reaction yield outcomes from USPTO patents with 853,638 reactions. Predict the reaction yield, written as a fraction of the theoretical maximum amount of product (1.0 means a 100% yield; for example, 0.34 means a 34% yield). (1) The reactants are C1(C2C=CC=CC=2)C=CC=CC=1[NH:7][N:8]=[C:9]([C:12]#[N:13])[C:10]#[N:11].N[C:21]1[CH:26]=[CH:25][CH:24]=[CH:23][C:22]=1[C:27]1[CH:32]=[CH:31][CH:30]=[CH:29][CH:28]=1.C(#N)CC#N.O.[NH2:39][NH2:40]. No catalyst specified. The product is [C:22]1([C:27]2[CH:32]=[C:31]([NH:7][N:8]=[C:9]3[C:10]([NH2:11])=[N:40][N:39]=[C:12]3[NH2:13])[CH:30]=[CH:29][CH:28]=2)[CH:23]=[CH:24][CH:25]=[CH:26][CH:21]=1. The yield is 0.610. (2) The reactants are Br[C:2]1[CH:3]=[C:4]([C:8]2([C:20]3[CH:25]=[CH:24][N:23]=[CH:22][CH:21]=3)[C:12]3=[N:13][CH2:14][C:15]([F:18])([F:17])[CH2:16][N:11]3[C:10]([NH2:19])=[N:9]2)[CH:5]=[CH:6][CH:7]=1.[F:26][C:27]1[C:32]([O:33][CH3:34])=[CH:31][CH:30]=[CH:29][C:28]=1B(O)O. No catalyst specified. The yield is 0.700. The product is [F:17][C:15]1([F:18])[CH2:16][N:11]2[C:10]([NH2:19])=[N:9][C:8]([C:4]3[CH:3]=[C:2]([C:28]4[CH:29]=[CH:30][CH:31]=[C:32]([O:33][CH3:34])[C:27]=4[F:26])[CH:7]=[CH:6][CH:5]=3)([C:20]3[CH:25]=[CH:24][N:23]=[CH:22][CH:21]=3)[C:12]2=[N:13][CH2:14]1. (3) The reactants are O=P12OP3(OP(OP(O3)(O1)=O)(=O)O2)=O.CS(O)(=O)=O.Cl.[NH2:21][C:22]1[CH:27]=[C:26]([Cl:28])[CH:25]=[CH:24][C:23]=1[SH:29].[Cl:30][C:31]1[CH:36]=[C:35]([N+:37]([O-:39])=[O:38])[CH:34]=[C:33]([Cl:40])[C:32]=1[CH2:41][C:42](O)=O. No catalyst specified. The product is [Cl:28][C:26]1[CH:25]=[CH:24][C:23]2[S:29][C:42]([CH2:41][C:32]3[C:33]([Cl:40])=[CH:34][C:35]([N+:37]([O-:39])=[O:38])=[CH:36][C:31]=3[Cl:30])=[N:21][C:22]=2[CH:27]=1. The yield is 0.990. (4) The reactants are [C:1]([C:5]([C:8]([C:11]([C:14]([C:17]([C:20]([C:23]([C:26]([C:29]([O:32][C:33]([C:39]([O:42]C(C(OC(C(C(F)(F)F)(F)F)(F)F)(C(F)(F)F)F)=O)(F)[F:40])([C:35]([F:38])([F:37])[F:36])[F:34])([F:31])[F:30])([F:28])[F:27])([F:25])[F:24])([F:22])[F:21])([F:19])[F:18])([F:16])[F:15])([F:13])[F:12])([F:10])[F:9])([F:7])[F:6])([F:4])([F:3])[F:2].[F-].[Na+]. No catalyst specified. The product is [C:1]([C:5]([C:8]([C:11]([C:14]([C:17]([C:20]([C:23]([C:26]([C:29]([O:32][C:33]([C:39]([F:40])=[O:42])([C:35]([F:36])([F:37])[F:38])[F:34])([F:30])[F:31])([F:27])[F:28])([F:25])[F:24])([F:22])[F:21])([F:19])[F:18])([F:16])[F:15])([F:13])[F:12])([F:10])[F:9])([F:7])[F:6])([F:4])([F:3])[F:2]. The yield is 0.638.